From a dataset of Reaction yield outcomes from USPTO patents with 853,638 reactions. Predict the reaction yield, written as a fraction of the theoretical maximum amount of product (1.0 means a 100% yield; for example, 0.34 means a 34% yield). (1) The reactants are C(O[C:4](=[O:13])[CH:5]=[C:6](OC)[C:7]([F:10])([F:9])[F:8])C.[C:14]([O:18][CH3:19])(=[O:17])[CH2:15][SH:16].[OH-].[K+].OS(O)(=O)=O. The catalyst is CO.O. The product is [CH3:19][O:18][C:14]([C:15]1[S:16][C:6]([C:7]([F:8])([F:9])[F:10])=[CH:5][C:4]=1[OH:13])=[O:17]. The yield is 0.910. (2) The reactants are [OH:1][C:2]1[CH:11]=[CH:10][C:5]([C:6]([O:8][CH3:9])=[O:7])=[CH:4][C:3]=1[C:12]1[NH:13][CH:14]=[CH:15][N:16]=1.Br[CH2:18][CH2:19]Br. No catalyst specified. The product is [N:16]1[CH:15]=[CH:14][N:13]2[C:12]=1[C:3]1[CH:4]=[C:5]([C:6]([O:8][CH3:9])=[O:7])[CH:10]=[CH:11][C:2]=1[O:1][CH2:19][CH2:18]2. The yield is 0.760. (3) The reactants are Cl[C:2]1[CH:7]=[C:6]([NH:8][C@H:9]2[CH2:14][CH2:13][C@H:12]([C:15]([NH2:17])=[O:16])[CH2:11][CH2:10]2)[C:5]([N+:18]([O-:20])=[O:19])=[CH:4][N:3]=1.[N:21]1([CH2:27][CH2:28][OH:29])[CH2:26][CH2:25][CH2:24][CH2:23][CH2:22]1.C1OCCOCCOCCOCCOCCOC1.C(=O)([O-])[O-].[Cs+].[Cs+]. The catalyst is C1(C)C=CC=CC=1.C(Cl)Cl. The product is [N+:18]([C:5]1[C:6]([NH:8][C@H:9]2[CH2:14][CH2:13][C@H:12]([C:15]([NH2:17])=[O:16])[CH2:11][CH2:10]2)=[CH:7][C:2]([O:29][CH2:28][CH2:27][N:21]2[CH2:26][CH2:25][CH2:24][CH2:23][CH2:22]2)=[N:3][CH:4]=1)([O-:20])=[O:19]. The yield is 0.412. (4) The reactants are [OH:1][C:2]1[C:11]2[C:6](=[CH:7][CH:8]=[CH:9][CH:10]=2)[NH:5][C:4](=[O:12])[C:3]=1[C:13]([O:15]CC)=O.[CH3:18][O:19][C:20]1[CH:36]=[CH:35][C:23]([CH2:24][NH:25][CH2:26][C:27]2[CH:32]=[CH:31][C:30]([O:33][CH3:34])=[CH:29][CH:28]=2)=[CH:22][CH:21]=1.C(OCC)C. The catalyst is C1(C)C=CC=CC=1. The product is [OH:1][C:2]1[C:11]2[C:6](=[CH:7][CH:8]=[CH:9][CH:10]=2)[NH:5][C:4](=[O:12])[C:3]=1[C:13]([N:25]([CH2:24][C:23]1[CH:22]=[CH:21][C:20]([O:19][CH3:18])=[CH:36][CH:35]=1)[CH2:26][C:27]1[CH:28]=[CH:29][C:30]([O:33][CH3:34])=[CH:31][CH:32]=1)=[O:15]. The yield is 0.950. (5) The reactants are [I:1][C:2]1[CH:8]=[CH:7][CH:6]=[CH:5][C:3]=1[NH2:4].[N:9]([C:11]1[CH:16]=[CH:15][CH:14]=[CH:13][CH:12]=1)=O.O.C([O-])(O)=O.[Na+]. The catalyst is C(O)(=O)C. The product is [I:1][C:2]1[CH:8]=[CH:7][CH:6]=[CH:5][C:3]=1[N:4]=[N:9][C:11]1[CH:16]=[CH:15][CH:14]=[CH:13][CH:12]=1. The yield is 0.630. (6) The reactants are [Cl:1][C:2]1[C:3]([C:21]2[CH:22]=[N:23][C:24]([C:27]([F:30])([F:29])[F:28])=[N:25][CH:26]=2)=[CH:4][C:5]([CH2:8][NH:9][C:10]([C@@H:12]2[CH2:16][C@@H:15]([F:17])[CH2:14][N:13]2C([O-])=O)=[O:11])=[N:6][CH:7]=1.Cl. The catalyst is O1CCOCC1. The product is [ClH:1].[Cl:1][C:2]1[C:3]([C:21]2[CH:26]=[N:25][C:24]([C:27]([F:30])([F:28])[F:29])=[N:23][CH:22]=2)=[CH:4][C:5]([CH2:8][NH:9][C:10]([C@@H:12]2[CH2:16][C@@H:15]([F:17])[CH2:14][NH:13]2)=[O:11])=[N:6][CH:7]=1. The yield is 0.920. (7) The reactants are [C:1]([C:3]1[C:8]([OH:9])=[CH:7][CH:6]=[CH:5][N:4]=1)#[N:2].[Br:10]N1C(=O)CCC1=O.[CH2:18](Br)[C:19]1[CH:24]=[CH:23][CH:22]=[CH:21][CH:20]=1.C(=O)([O-])[O-].[K+].[K+]. The catalyst is CC(C)=O.C(OCC)(=O)C.C(#N)C.O. The product is [CH2:18]([O:9][C:8]1[C:3]([C:1]#[N:2])=[N:4][C:5]([Br:10])=[CH:6][CH:7]=1)[C:19]1[CH:24]=[CH:23][CH:22]=[CH:21][CH:20]=1. The yield is 0.130. (8) The reactants are [C:1]([O:5][C:6]([NH:8][CH2:9][C:10]([OH:12])=O)=[O:7])([CH3:4])([CH3:3])[CH3:2].[OH:13]N1C2C=CC=CC=2N=N1.C(N=C=N[CH2:28][CH2:29][CH2:30][N:31]([CH3:33])C)C.C([N:36]([CH2:39]C)CC)C. The catalyst is CN(C)C=O. The product is [C:1]([O:5][C:6](=[O:7])[NH:8][CH2:9][C:10]([N:31]1[CH2:30][CH2:29][CH2:28][CH:33]1[C:39](=[O:13])[NH2:36])=[O:12])([CH3:2])([CH3:3])[CH3:4]. The yield is 0.958. (9) The reactants are P(OC1C=CC=CC=1)(OC1C=CC=CC=1)(O[C:4]([CH:6]1[CH2:15][CH2:14][C:9]2([O:13][CH2:12][CH2:11][O:10]2)[CH2:8][CH2:7]1)=[CH2:5])=O.[CH3:30][C:31]1[C:32]([C:45]([O:47][CH3:48])=[O:46])=[CH:33][S:34][C:35]=1B1OC(C)(C)C(C)(C)O1.[O-]P([O-])([O-])=O.[K+].[K+].[K+]. The catalyst is O1CCOCC1.CC(C1C=C(C(C)C)C(C2C=CC=CC=2P(C2CCCCC2)C2CCCCC2)=C(C(C)C)C=1)C.[Pd]. The product is [O:10]1[C:9]2([CH2:8][CH2:7][CH:6]([C:4]([C:35]3[S:34][CH:33]=[C:32]([C:45]([O:47][CH3:48])=[O:46])[C:31]=3[CH3:30])=[CH2:5])[CH2:15][CH2:14]2)[O:13][CH2:12][CH2:11]1. The yield is 0.670.